Dataset: Peptide-MHC class I binding affinity with 185,985 pairs from IEDB/IMGT. Task: Regression. Given a peptide amino acid sequence and an MHC pseudo amino acid sequence, predict their binding affinity value. This is MHC class I binding data. (1) The peptide sequence is EEDEGEELF. The MHC is HLA-A30:01 with pseudo-sequence HLA-A30:01. The binding affinity (normalized) is 0.0847. (2) The peptide sequence is VSLVKPTVY. The MHC is HLA-A24:02 with pseudo-sequence HLA-A24:02. The binding affinity (normalized) is 0. (3) The peptide sequence is GLLFMILTV. The MHC is HLA-A32:01 with pseudo-sequence HLA-A32:01. The binding affinity (normalized) is 0. (4) The peptide sequence is LEGSISYSEL. The MHC is HLA-B44:02 with pseudo-sequence HLA-B44:02. The binding affinity (normalized) is 0.203. (5) The peptide sequence is EISTNIRQA. The MHC is HLA-A29:02 with pseudo-sequence HLA-A29:02. The binding affinity (normalized) is 0. (6) The peptide sequence is CCFHCQVC. The MHC is HLA-A02:06 with pseudo-sequence HLA-A02:06. The binding affinity (normalized) is 0.0191. (7) The peptide sequence is DVHIPKFKV. The MHC is HLA-A02:02 with pseudo-sequence HLA-A02:02. The binding affinity (normalized) is 0.301.